This data is from HIV replication inhibition screening data with 41,000+ compounds from the AIDS Antiviral Screen. The task is: Binary Classification. Given a drug SMILES string, predict its activity (active/inactive) in a high-throughput screening assay against a specified biological target. (1) The result is 1 (active). The molecule is Cc1cn(COCCCSc2ccccc2)c(=O)[nH]c1=O. (2) The compound is CC(=O)OC1COC(N2c3ccccc3C3CCc4c([nH]c5ccccc45)C32)C(OC(C)=O)C1OC(C)=O.CC(=O)OC1COC(N2c3ccccc3C3CCc4c([nH]c5ccccc45)C32)C(OC(C)=O)C1OC(C)=O. The result is 0 (inactive).